Dataset: Peptide-MHC class I binding affinity with 185,985 pairs from IEDB/IMGT. Task: Regression. Given a peptide amino acid sequence and an MHC pseudo amino acid sequence, predict their binding affinity value. This is MHC class I binding data. (1) The peptide sequence is EKDSNHNVL. The MHC is HLA-B51:01 with pseudo-sequence HLA-B51:01. The binding affinity (normalized) is 0.0847. (2) The peptide sequence is ATEETFKLSY. The MHC is HLA-A29:02 with pseudo-sequence HLA-A29:02. The binding affinity (normalized) is 0.500. (3) The peptide sequence is RPMREVRFL. The MHC is HLA-B44:02 with pseudo-sequence HLA-B44:02. The binding affinity (normalized) is 0. (4) The peptide sequence is KLFAAETLK. The MHC is HLA-A26:01 with pseudo-sequence HLA-A26:01. The binding affinity (normalized) is 0.0847. (5) The peptide sequence is TIWAANAGV. The MHC is HLA-A02:01 with pseudo-sequence HLA-A02:01. The binding affinity (normalized) is 0.799. (6) The peptide sequence is TAVPWNASW. The MHC is HLA-A01:01 with pseudo-sequence HLA-A01:01. The binding affinity (normalized) is 0. (7) The MHC is HLA-A68:01 with pseudo-sequence HLA-A68:01. The peptide sequence is GTIAGGVCY. The binding affinity (normalized) is 0.171.